This data is from Forward reaction prediction with 1.9M reactions from USPTO patents (1976-2016). The task is: Predict the product of the given reaction. (1) The product is: [S:11]1[C:10]2[C:5](=[N:6][CH:7]=[CH:8][CH:9]=2)[CH:4]=[C:3]1[CH2:2][NH2:12]. Given the reactants Cl[CH2:2][C:3]1[S:11][C:10]2[C:5](=[N:6][CH:7]=[CH:8][CH:9]=2)[CH:4]=1.[NH3:12].CO, predict the reaction product. (2) Given the reactants C(OC([C:6]1[CH:38]=[CH:37][CH:36]=C[C:7]=1[O:8][C:9]1[C:23]([O:24][C:25]2[CH:30]=[CH:29][C:28]([S:31]([CH3:34])(=[O:33])=[O:32])=[CH:27][CH:26]=2)=[CH:22][C:12]2[NH:13][C:14]([C:16]3[CH:21]=[CH:20][CH:19]=[CH:18][N:17]=3)=[N:15][C:11]=2[CH:10]=1)=O)C.OC1C=CC=C[N:41]=1, predict the reaction product. The product is: [N:41]1[CH:36]=[CH:37][CH:38]=[CH:6][C:7]=1[O:8][C:9]1[C:23]([O:24][C:25]2[CH:26]=[CH:27][C:28]([S:31]([CH3:34])(=[O:32])=[O:33])=[CH:29][CH:30]=2)=[CH:22][C:12]2[NH:13][C:14]([C:16]3[CH:21]=[CH:20][CH:19]=[CH:18][N:17]=3)=[N:15][C:11]=2[CH:10]=1. (3) Given the reactants [F:1][C:2]1[CH:7]=[CH:6][C:5]([CH3:8])=[CH:4][C:3]=1[NH:9][C:10]([NH:12][C:13]1[CH:48]=[CH:47][C:16]([O:17][C:18]2[CH:23]=[CH:22][N:21]=[C:20]([C:24]3[NH:28][CH:27]=[C:26]([C:29]([NH:31][CH2:32][CH2:33][CH2:34][N:35]4[CH2:39][CH2:38][CH:37]([C:40]([O:42]C(C)(C)C)=[O:41])[CH2:36]4)=[O:30])[CH:25]=3)[CH:19]=2)=[CH:15][CH:14]=1)=[O:11].C(O)(C(F)(F)F)=O, predict the reaction product. The product is: [F:1][C:2]1[CH:7]=[CH:6][C:5]([CH3:8])=[CH:4][C:3]=1[NH:9][C:10]([NH:12][C:13]1[CH:14]=[CH:15][C:16]([O:17][C:18]2[CH:23]=[CH:22][N:21]=[C:20]([C:24]3[NH:28][CH:27]=[C:26]([C:29]([NH:31][CH2:32][CH2:33][CH2:34][N:35]4[CH2:39][CH2:38][CH:37]([C:40]([OH:42])=[O:41])[CH2:36]4)=[O:30])[CH:25]=3)[CH:19]=2)=[CH:47][CH:48]=1)=[O:11]. (4) Given the reactants [C:1]1([C:22]2[CH:27]=[CH:26][CH:25]=[CH:24][CH:23]=2)[CH:6]=[CH:5][C:4]([C:7]([N:9]2[CH2:13][C:12](=[N:14][O:15][CH3:16])[CH2:11][C@H:10]2[CH2:17][CH2:18][C:19]([OH:21])=O)=[O:8])=[CH:3][CH:2]=1.[NH:28]1[CH2:33][CH2:32][O:31][CH2:30][CH2:29]1, predict the reaction product. The product is: [CH3:16][O:15][N:14]=[C:12]1[CH2:11][C@@H:10]([CH2:17][CH2:18][C:19]([N:28]2[CH2:33][CH2:32][O:31][CH2:30][CH2:29]2)=[O:21])[N:9]([C:7]([C:4]2[CH:5]=[CH:6][C:1]([C:22]3[CH:23]=[CH:24][CH:25]=[CH:26][CH:27]=3)=[CH:2][CH:3]=2)=[O:8])[CH2:13]1.